Dataset: Full USPTO retrosynthesis dataset with 1.9M reactions from patents (1976-2016). Task: Predict the reactants needed to synthesize the given product. Given the product [CH3:14][O:13][C:6]1[CH:5]=[CH:4][C:3]([C:1]2[NH:17][N:16]=[N:15][N:2]=2)=[CH:12][C:7]=1[C:8]([O:10][CH3:11])=[O:9], predict the reactants needed to synthesize it. The reactants are: [C:1]([C:3]1[CH:4]=[CH:5][C:6]([O:13][CH3:14])=[C:7]([CH:12]=1)[C:8]([O:10][CH3:11])=[O:9])#[N:2].[N:15]([Sn](C)(C)C)=[N+:16]=[N-:17].